This data is from Full USPTO retrosynthesis dataset with 1.9M reactions from patents (1976-2016). The task is: Predict the reactants needed to synthesize the given product. (1) Given the product [N:19]1[O:20][N:21]=[C:22]2[C:14]([N:13]3[C:12]([C:23]4[CH:24]=[N:25][C:26]([C:29]5[CH:34]=[CH:33][CH:32]=[CH:31][CH:30]=5)=[CH:27][CH:28]=4)=[N:11][N:10]=[C:9]3[N:5]([CH2:4][CH2:3][O:2][CH3:1])[CH3:6])=[CH:15][CH:16]=[CH:17][C:18]=12, predict the reactants needed to synthesize it. The reactants are: [CH3:1][O:2][CH2:3][CH2:4][NH:5][CH3:6].O.Br[C:9]1[N:13]([C:14]2[C:22]3[C:18](=[N:19][O:20][N:21]=3)[CH:17]=[CH:16][CH:15]=2)[C:12]([C:23]2[CH:24]=[N:25][C:26]([C:29]3[CH:34]=[CH:33][CH:32]=[CH:31][CH:30]=3)=[CH:27][CH:28]=2)=[N:11][N:10]=1. (2) Given the product [CH3:26][CH:10]1[CH2:9][CH2:8][N:7]2[C:2](=[O:1])[C:3]3[C:15]4[CH2:16][CH2:17][C:18]([CH:24]=[O:25])=[C:19]([S:20][CH2:21][CH2:22][CH3:23])[C:14]=4[S:13][C:4]=3[N:5]=[C:6]2[CH2:12][CH2:11]1, predict the reactants needed to synthesize it. The reactants are: [O:1]=[C:2]1[N:7]2[CH2:8][CH2:9][CH2:10][CH2:11][CH2:12][C:6]2=[N:5][C:4]2[S:13][C:14]3[C:19]([S:20][CH2:21][CH2:22][CH3:23])=[C:18]([CH:24]=[O:25])[CH2:17][CH2:16][C:15]=3[C:3]1=2.[CH2:26](OC(C1CCN2C(=O)C3C4CCC(C=O)=C(Cl)C=4SC=3N=C2CC1)=O)C. (3) Given the product [Cl:1][C:2]1[CH:3]=[CH:4][C:5]([C:6]([N:8]2[CH2:9][CH2:10][CH:11]([CH2:14][O:15][C:16]3[CH:23]=[CH:22][CH:21]=[C:20]4[C:17]=3[C:18]([NH2:19])=[N:33][C:32]([NH2:34])=[N:31]4)[CH2:12][CH2:13]2)=[O:7])=[CH:25][CH:26]=1, predict the reactants needed to synthesize it. The reactants are: [Cl:1][C:2]1[CH:26]=[CH:25][C:5]([C:6]([N:8]2[CH2:13][CH2:12][CH:11]([CH2:14][O:15][C:16]3[CH:23]=[CH:22][CH:21]=[C:20](F)[C:17]=3[C:18]#[N:19])[CH2:10][CH2:9]2)=[O:7])=[CH:4][CH:3]=1.C(=O)(O)O.[NH2:31][C:32]([NH2:34])=[NH:33].